From a dataset of Forward reaction prediction with 1.9M reactions from USPTO patents (1976-2016). Predict the product of the given reaction. (1) The product is: [Br:8][C:6]1[CH:5]=[C:4]2[C:3](=[C:2]([Br:1])[CH:7]=1)[S:11][CH:39]([C:36]1[CH:35]=[CH:34][C:33]([Br:32])=[CH:38][CH:37]=1)[C:40]([N+:41]([O-:43])=[O:42])=[CH:9]2. Given the reactants [Br:1][C:2]1[CH:7]=[C:6]([Br:8])[CH:5]=[C:4]([CH:9]=O)[C:3]=1[S:11]C(=O)N(C)C.[OH-].[Na+].C(O)(=O)CC(CC(O)=O)(C(O)=O)O.[Br:32][C:33]1[CH:38]=[CH:37][C:36]([CH:39]=[CH:40][N+:41]([O-:43])=[O:42])=[CH:35][CH:34]=1.N1CCCCC1C(O)=O, predict the reaction product. (2) Given the reactants [O:1]1[C:5]2([CH2:10][CH2:9][CH:8]([N:11]3[C:19]4[C:14](=[CH:15][CH:16]=[CH:17][CH:18]=4)[CH2:13][CH2:12]3)[CH2:7][CH2:6]2)[O:4][CH2:3][CH2:2]1.[Br:20]N1C(=O)CCC1=O, predict the reaction product. The product is: [Br:20][C:16]1[CH:15]=[C:14]2[C:19](=[CH:18][CH:17]=1)[N:11]([CH:8]1[CH2:9][CH2:10][C:5]3([O:4][CH2:3][CH2:2][O:1]3)[CH2:6][CH2:7]1)[CH2:12][CH2:13]2. (3) Given the reactants [CH3:1][C:2]1[CH:3]=[C:4]2[C:12]3=[C:13]([O:15][CH2:16][CH:17]([C:18]4[CH:23]=[CH:22][CH:21]=[CH:20][CH:19]=4)[N:11]3[C:10]3[CH:9]=[CH:8][CH:7]=[C:6]([O:24][CH2:25][C:26]#[N:27])[C:5]2=3)[CH:14]=1, predict the reaction product. The product is: [CH3:1][C:2]1[CH:3]=[C:4]2[C:12]3=[C:13]([O:15][CH2:16][CH:17]([C:18]4[CH:23]=[CH:22][CH:21]=[CH:20][CH:19]=4)[N:11]3[C:10]3[CH:9]=[CH:8][CH:7]=[C:6]([O:24][CH2:25][CH2:26][NH2:27])[C:5]2=3)[CH:14]=1. (4) Given the reactants [CH3:1][C:2]1[C:6]([C:7]2[C:8]([O:29][CH3:30])=[CH:9][C:10]3[C:11]4[N:19]([C@@H:20]([C:22]5[CH:27]=[CH:26][CH:25]=[CH:24][CH:23]=5)[CH3:21])[C:18](=O)[NH:17][C:12]=4[CH:13]=[N:14][C:15]=3[CH:16]=2)=[C:5]([CH3:31])[O:4][N:3]=1.O=P(Cl)(Cl)Cl.[NH:37]1[CH2:42][CH2:41][O:40][CH2:39][CH2:38]1, predict the reaction product. The product is: [CH3:1][C:2]1[C:6]([C:7]2[C:8]([O:29][CH3:30])=[CH:9][C:10]3[C:11]4[N:19]([C@@H:20]([C:22]5[CH:23]=[CH:24][CH:25]=[CH:26][CH:27]=5)[CH3:21])[C:18]([N:37]5[CH2:42][CH2:41][O:40][CH2:39][CH2:38]5)=[N:17][C:12]=4[CH:13]=[N:14][C:15]=3[CH:16]=2)=[C:5]([CH3:31])[O:4][N:3]=1. (5) Given the reactants [Cl:1][C:2]1[CH:10]=[C:9]2[C:5]([CH:6]=[CH:7][NH:8]2)=[CH:4][CH:3]=1.C([Mg]Br)C.[CH3:15][C:16]1([CH3:24])[C:18]([CH3:20])([CH3:19])[CH:17]1[C:21](Cl)=[O:22], predict the reaction product. The product is: [Cl:1][C:2]1[CH:10]=[C:9]2[C:5]([C:6]([C:21]([CH:17]3[C:18]([CH3:20])([CH3:19])[C:16]3([CH3:24])[CH3:15])=[O:22])=[CH:7][NH:8]2)=[CH:4][CH:3]=1. (6) Given the reactants [N:1]1[C:2](=[O:9])[NH:3]C(=O)C(=O)C=1.C(O[C:13]([C:15]1([C:39]([O:41]CC)=O)[CH2:19][CH2:18][C:17](=[O:20])[N:16]1[C:21]1[CH:22]=[N:23][C:24]([O:27][C:28]2[CH:33]=[CH:32][C:31]([C:34]3[O:35][CH:36]=[N:37][N:38]=3)=[CH:30][CH:29]=2)=[CH:25][CH:26]=1)=[O:14])C.NC(N)=O, predict the reaction product. The product is: [O:35]1[CH:36]=[N:37][N:38]=[C:34]1[C:31]1[CH:30]=[CH:29][C:28]([O:27][C:24]2[N:23]=[CH:22][C:21]([N:16]3[C:15]4([C:39](=[O:41])[NH:3][C:2](=[O:9])[NH:1][C:13]4=[O:14])[CH2:19][CH2:18][C:17]3=[O:20])=[CH:26][CH:25]=2)=[CH:33][CH:32]=1.